Dataset: Reaction yield outcomes from USPTO patents with 853,638 reactions. Task: Predict the reaction yield, written as a fraction of the theoretical maximum amount of product (1.0 means a 100% yield; for example, 0.34 means a 34% yield). (1) The yield is 0.610. The catalyst is ClCCl.C(OCC)(=O)C. The reactants are O[CH2:2][C:3]1[CH:4]=[C:5]([CH:10]=[C:11]([O:13][CH3:14])[CH:12]=1)[C:6]([O:8][CH3:9])=[O:7].P(Br)(Br)[Br:16]. The product is [Br:16][CH2:2][C:3]1[CH:4]=[C:5]([CH:10]=[C:11]([O:13][CH3:14])[CH:12]=1)[C:6]([O:8][CH3:9])=[O:7]. (2) The reactants are FC(F)(F)COP([CH2:13][C:14]([O:16][CH3:17])=[O:15])(OCC(F)(F)F)=O.C1OCCOCCOCCOCCOCCOC1.C[Si]([N-][Si](C)(C)C)(C)C.[K+].[Cl:48][C:49]1[CH:50]=[C:51]([C:59]2[N:63]=[C:62]([C:64]3[CH:71]=[CH:70][C:67]([CH:68]=O)=[CH:66][CH:65]=3)[O:61][N:60]=2)[CH:52]=[CH:53][C:54]=1[O:55][CH:56]([CH3:58])[CH3:57]. The catalyst is C1COCC1. The product is [Cl:48][C:49]1[CH:50]=[C:51]([C:59]2[N:63]=[C:62]([C:64]3[CH:65]=[CH:66][C:67](/[CH:68]=[CH:13]\[C:14]([O:16][CH3:17])=[O:15])=[CH:70][CH:71]=3)[O:61][N:60]=2)[CH:52]=[CH:53][C:54]=1[O:55][CH:56]([CH3:57])[CH3:58]. The yield is 0.735. (3) The reactants are [F:1][C:2]([F:24])([F:23])[C:3]1[CH:8]=[CH:7][C:6]([C:9]2[O:13][N:12]=[C:11]([CH:14]3[CH2:17][C:16]4([CH2:22][CH2:21][NH:20][CH2:19][CH2:18]4)[CH2:15]3)[N:10]=2)=[CH:5][CH:4]=1.CCN(C(C)C)C(C)C.[CH3:34][C:35]1[C:39]([CH3:40])=[C:38]([NH:41][C:42](=O)[O:43]C2C=CC=CC=2)[O:37][N:36]=1. The catalyst is C(#N)C. The product is [CH3:34][C:35]1[C:39]([CH3:40])=[C:38]([NH:41][C:42]([N:20]2[CH2:19][CH2:18][C:16]3([CH2:17][CH:14]([C:11]4[N:10]=[C:9]([C:6]5[CH:7]=[CH:8][C:3]([C:2]([F:23])([F:1])[F:24])=[CH:4][CH:5]=5)[O:13][N:12]=4)[CH2:15]3)[CH2:22][CH2:21]2)=[O:43])[O:37][N:36]=1. The yield is 0.450. (4) The reactants are Br[C:2]1[CH:7]=[CH:6][CH:5]=[C:4]([CH2:8][F:9])[N:3]=1.[CH2:10]([N:14]1[CH:18]=[C:17]([C:19]2[CH:24]=[CH:23][C:22]([F:25])=[CH:21][CH:20]=2)[CH:16]=[N:15]1)[CH2:11][C:12]#[CH:13]. No catalyst specified. The product is [F:9][CH2:8][C:4]1[CH:5]=[CH:6][CH:7]=[C:2]([C:13]#[C:12][CH2:11][CH2:10][N:14]2[CH:18]=[C:17]([C:19]3[CH:20]=[CH:21][C:22]([F:25])=[CH:23][CH:24]=3)[CH:16]=[N:15]2)[N:3]=1. The yield is 0.380. (5) The reactants are [C:1]1([C:7]([OH:9])=[O:8])([C:4](O)=[O:5])[CH2:3][CH2:2]1.C(N(CC)CC)C.S(Cl)(Cl)=O.[F:21][C:22]1[CH:28]=[CH:27][C:25]([NH2:26])=[CH:24][CH:23]=1. The catalyst is C1COCC1.C(OCC)(=O)C. The product is [F:21][C:22]1[CH:28]=[CH:27][C:25]([NH:26][C:4]([C:1]2([C:7]([OH:9])=[O:8])[CH2:3][CH2:2]2)=[O:5])=[CH:24][CH:23]=1. The yield is 0.652. (6) The reactants are FC(F)(F)C(O[C:6]1[C:15]2[CH2:14][C@H:13]([O:16][Si:17]([C:30]([CH3:33])([CH3:32])[CH3:31])([C:24]3[CH:29]=[CH:28][CH:27]=[CH:26][CH:25]=3)[C:18]3[CH:23]=[CH:22][CH:21]=[CH:20][CH:19]=3)[CH2:12][CH2:11][C:10]=2[CH:9]=[CH:8][CH:7]=1)=O.[C:36](=[NH:49])([C:43]1[CH:48]=[CH:47][CH:46]=[CH:45][CH:44]=1)[C:37]1[CH:42]=[CH:41][CH:40]=[CH:39][CH:38]=1.C(=O)([O-])[O-].[Cs+].[Cs+]. The catalyst is C(COC)OC.C1C=CC(/C=C/C(/C=C/C2C=CC=CC=2)=O)=CC=1.C1C=CC(/C=C/C(/C=C/C2C=CC=CC=2)=O)=CC=1.C1C=CC(/C=C/C(/C=C/C2C=CC=CC=2)=O)=CC=1.[Pd].[Pd].C1(P(C2C=CC=CC=2)C2C=CC3C(=CC=CC=3)C=2C2C3C(=CC=CC=3)C=CC=2P(C2C=CC=CC=2)C2C=CC=CC=2)C=CC=CC=1. The product is [Si:17]([O:16][C@H:13]1[CH2:14][C:15]2[C:6]([N:49]=[C:36]([C:37]3[CH:42]=[CH:41][CH:40]=[CH:39][CH:38]=3)[C:43]3[CH:48]=[CH:47][CH:46]=[CH:45][CH:44]=3)=[CH:7][CH:8]=[CH:9][C:10]=2[CH2:11][CH2:12]1)([C:30]([CH3:32])([CH3:31])[CH3:33])([C:24]1[CH:29]=[CH:28][CH:27]=[CH:26][CH:25]=1)[C:18]1[CH:19]=[CH:20][CH:21]=[CH:22][CH:23]=1. The yield is 0.850.